This data is from Peptide-MHC class I binding affinity with 185,985 pairs from IEDB/IMGT. The task is: Regression. Given a peptide amino acid sequence and an MHC pseudo amino acid sequence, predict their binding affinity value. This is MHC class I binding data. (1) The peptide sequence is LIGLIIPPL. The MHC is HLA-A02:06 with pseudo-sequence HLA-A02:06. The binding affinity (normalized) is 0.539. (2) The MHC is H-2-Db with pseudo-sequence H-2-Db. The binding affinity (normalized) is 0.140. The peptide sequence is LSISCDLNSI.